This data is from Peptide-MHC class I binding affinity with 185,985 pairs from IEDB/IMGT. The task is: Regression. Given a peptide amino acid sequence and an MHC pseudo amino acid sequence, predict their binding affinity value. This is MHC class I binding data. (1) The peptide sequence is LAKSVFNSL. The MHC is HLA-B27:05 with pseudo-sequence HLA-B27:05. The binding affinity (normalized) is 0.0847. (2) The peptide sequence is KRLRLIHLLHQ. The MHC is Mamu-B03 with pseudo-sequence Mamu-B03. The binding affinity (normalized) is 0.804. (3) The peptide sequence is IPYLRNYMV. The MHC is HLA-A02:03 with pseudo-sequence HLA-A02:03. The binding affinity (normalized) is 0. (4) The peptide sequence is TTTDGYAHV. The MHC is HLA-A25:01 with pseudo-sequence HLA-A25:01. The binding affinity (normalized) is 0.0847. (5) The peptide sequence is FPDHQLDPAF. The MHC is H-2-Ld with pseudo-sequence H-2-Ld. The binding affinity (normalized) is 0. (6) The peptide sequence is ALVEICTEM. The MHC is HLA-A03:01 with pseudo-sequence HLA-A03:01. The binding affinity (normalized) is 0. (7) The peptide sequence is TPVEHGLVL. The MHC is HLA-B15:01 with pseudo-sequence HLA-B15:01. The binding affinity (normalized) is 0.0847.